From a dataset of Peptide-MHC class I binding affinity with 185,985 pairs from IEDB/IMGT. Regression. Given a peptide amino acid sequence and an MHC pseudo amino acid sequence, predict their binding affinity value. This is MHC class I binding data. (1) The peptide sequence is MPMSMPIPM. The MHC is HLA-C04:01 with pseudo-sequence HLA-C04:01. The binding affinity (normalized) is 0.213. (2) The peptide sequence is MQYLNPPPY. The MHC is HLA-A02:06 with pseudo-sequence HLA-A02:06. The binding affinity (normalized) is 0.477. (3) The MHC is HLA-A80:01 with pseudo-sequence HLA-A80:01. The peptide sequence is NAMGADYYA. The binding affinity (normalized) is 0.0847. (4) The peptide sequence is LTPEKGWLST. The MHC is Mamu-A01 with pseudo-sequence Mamu-A01. The binding affinity (normalized) is 0.405. (5) The peptide sequence is AELRHLNPL. The MHC is HLA-E01:01 with pseudo-sequence HLA-E01:03. The binding affinity (normalized) is 0.0847. (6) The peptide sequence is ACQGVGGPSHK. The MHC is HLA-A24:02 with pseudo-sequence HLA-A24:02. The binding affinity (normalized) is 0. (7) The peptide sequence is TLTRGQNTV. The MHC is HLA-A02:01 with pseudo-sequence HLA-A02:01. The binding affinity (normalized) is 0.659.